From a dataset of Peptide-MHC class I binding affinity with 185,985 pairs from IEDB/IMGT. Regression. Given a peptide amino acid sequence and an MHC pseudo amino acid sequence, predict their binding affinity value. This is MHC class I binding data. The peptide sequence is AVGLFIRL. The MHC is H-2-Kb with pseudo-sequence H-2-Kb. The binding affinity (normalized) is 0.684.